This data is from Full USPTO retrosynthesis dataset with 1.9M reactions from patents (1976-2016). The task is: Predict the reactants needed to synthesize the given product. (1) Given the product [Cl:17][C:14]1[N:15]=[CH:16][C:11]([C:9]2[CH:8]=[C:7]3[C:3]([CH:4]=[N:5][N:6]3[CH3:23])=[C:2]([NH:1][C:36]([C:34]3[N:35]=[C:31]([CH3:30])[S:32][CH:33]=3)=[O:37])[CH:10]=2)=[CH:12][C:13]=1[NH:18][S:19]([CH3:22])(=[O:21])=[O:20], predict the reactants needed to synthesize it. The reactants are: [NH2:1][C:2]1[CH:10]=[C:9]([C:11]2[CH:12]=[C:13]([NH:18][S:19]([CH3:22])(=[O:21])=[O:20])[C:14]([Cl:17])=[N:15][CH:16]=2)[CH:8]=[C:7]2[C:3]=1[CH:4]=[N:5][N:6]2[CH3:23].N1C=CC=CC=1.[CH3:30][C:31]1[S:32][CH:33]=[C:34]([C:36](Cl)=[O:37])[N:35]=1.C(=O)(O)[O-].[Na+]. (2) The reactants are: O[CH2:2][C:3]1[CH:8]=[C:7]([CH3:9])[CH:6]=[C:5](CO)[C:4]=1[OH:12].S(Cl)([Cl:15])=O.O.[OH-].[Na+].Cl[CH2:21][Cl:22]. Given the product [Cl:15][CH2:2][C:3]1[CH:8]=[C:7]([CH3:9])[CH:6]=[C:5]([CH2:21][Cl:22])[C:4]=1[OH:12], predict the reactants needed to synthesize it. (3) Given the product [I:17][C:18]1[C:27]([S:16][C:9]2[N:10]([CH2:11][CH2:12][CH2:13][C:14]#[CH:15])[C:6]3[CH:5]=[CH:4][N:3]=[C:2]([NH2:1])[C:7]=3[N:8]=2)=[CH:26][C:21]2[O:22][CH2:23][CH2:24][O:25][C:20]=2[CH:19]=1, predict the reactants needed to synthesize it. The reactants are: [NH2:1][C:2]1[C:7]2[NH:8][C:9](=[S:16])[N:10]([CH2:11][CH2:12][CH2:13][C:14]#[CH:15])[C:6]=2[CH:5]=[CH:4][N:3]=1.[I:17][C:18]1[C:27](I)=[CH:26][C:21]2[O:22][CH2:23][CH2:24][O:25][C:20]=2[CH:19]=1.BrC1C(I)=CC2OCOC=2C=1.CC([O-])(C)C.[Na+].CC1C=CC2C=CC3C=CC(C)=NC=3C=2N=1.O. (4) Given the product [N:22]1([C:13]2[C@:12]3([CH3:31])[CH:16]([CH:17]4[CH:9]([CH2:10][CH2:11]3)[C@:8]3([CH3:32])[C@H:20]([CH2:21][C@@H:5]([OH:4])[CH2:6][CH2:7]3)[CH2:19][CH2:18]4)[CH2:15][CH:14]=2)[C:26]2[CH:27]=[CH:28][CH:29]=[CH:30][C:25]=2[N:24]=[CH:23]1, predict the reactants needed to synthesize it. The reactants are: C([O:4][C@@H:5]1[CH2:21][C@H:20]2[C@@:8]([CH3:32])([CH:9]3[CH:17]([CH2:18][CH2:19]2)[CH:16]2[C@@:12]([CH3:31])([C:13]([N:22]4[C:26]5[CH:27]=[CH:28][CH:29]=[CH:30][C:25]=5[N:24]=[CH:23]4)=[CH:14][CH2:15]2)[CH2:11][CH2:10]3)[CH2:7][CH2:6]1)(=O)C.[OH-].[K+].